This data is from Forward reaction prediction with 1.9M reactions from USPTO patents (1976-2016). The task is: Predict the product of the given reaction. (1) Given the reactants [CH3:1][C:2]1[C:7]2[NH:8][CH:9]=[N:10][C:6]=2[C:5]([C:11]([NH2:13])=O)=[CH:4][C:3]=1[N+:14]([O-])=O.CC1C2NC=NC=2C(C#N)=CC=1[N+]([O-])=O, predict the reaction product. The product is: [NH2:14][C:3]1[CH:4]=[C:5]([C:11]#[N:13])[C:6]2[N:10]=[CH:9][NH:8][C:7]=2[C:2]=1[CH3:1]. (2) Given the reactants [C:1]([O:5][C:6]([N:8]([CH3:22])[C@@H:9]([C:13]([CH3:21])([C:15]1[CH:20]=[CH:19][CH:18]=[CH:17][CH:16]=1)[CH3:14])[C:10](O)=[O:11])=[O:7])([CH3:4])([CH3:3])[CH3:2].F[P-](F)(F)(F)(F)F.N1(O[P+](N2CCCC2)(N2CCCC2)N2CCCC2)C2C=CC=CC=2N=N1.C(N(C(C)C)CC)(C)C.Cl.[NH2:66][C@H:67]([C:71]([N:73]([CH3:86])[C@@H:74]([CH:83]([CH3:85])[CH3:84])/[CH:75]=[C:76](\[CH3:82])/[C:77]([O:79][CH2:80][CH3:81])=[O:78])=[O:72])[C@H:68]([CH3:70])[OH:69], predict the reaction product. The product is: [C:1]([O:5][C:6]([N:8]([CH3:22])[C@H:9]([C:10]([NH:66][C@H:67]([C:71]([N:73]([C@H:74]([CH:83]([CH3:84])[CH3:85])/[CH:75]=[C:76](\[CH3:82])/[C:77]([O:79][CH2:80][CH3:81])=[O:78])[CH3:86])=[O:72])[C@H:68]([CH3:70])[OH:69])=[O:11])[C:13]([CH3:21])([CH3:14])[C:15]1[CH:16]=[CH:17][CH:18]=[CH:19][CH:20]=1)=[O:7])([CH3:3])([CH3:4])[CH3:2]. (3) The product is: [CH:40]1([C:43]#[C:44][C:15]2[CH:14]=[N:13][N:11]3[CH:12]=[C:7]([C:5]4[CH:4]=[N:3][N:2]([CH3:1])[CH:6]=4)[CH:8]=[C:9]([O:16][CH2:17][C:18]4[CH:23]=[CH:22][CH:21]=[CH:20][N:19]=4)[C:10]=23)[CH2:42][CH2:41]1. Given the reactants [CH3:1][N:2]1[CH:6]=[C:5]([C:7]2[CH:8]=[C:9]([O:16][CH2:17][C:18]3[CH:23]=[CH:22][CH:21]=[CH:20][N:19]=3)[C:10]3[N:11]([N:13]=[CH:14][CH:15]=3)[CH:12]=2)[CH:4]=[N:3]1.IN1C(=O)CCC1=O.[I-].C(N(CC)CC)C.[CH:40]1([C:43]#[CH:44])[CH2:42][CH2:41]1, predict the reaction product. (4) Given the reactants [Cl:1][C:2]1[C:3]([N:12]2C(C)=CC=C2C)=[N:4][CH:5]=[C:6]([O:8][CH:9]([CH3:11])[CH3:10])[CH:7]=1.Cl.NO.C(N(CC)CC)C.Cl, predict the reaction product. The product is: [Cl:1][C:2]1[C:3]([NH2:12])=[N:4][CH:5]=[C:6]([O:8][CH:9]([CH3:10])[CH3:11])[CH:7]=1. (5) Given the reactants [NH2:1][C@H:2]1[CH2:7][CH2:6][C@H:5]([NH:8][C:9]([C:11]2[C:15]3[N:16]=[CH:17][N:18]=[C:19]([C:20]4[CH:25]=[CH:24][C:23]([O:26][CH3:27])=[CH:22][C:21]=4[O:28][CH2:29][CH:30]4[CH2:32][CH2:31]4)[C:14]=3[NH:13][CH:12]=2)=[O:10])[CH2:4][CH2:3]1.[CH:33]1([C:36](Cl)=[O:37])[CH2:35][CH2:34]1, predict the reaction product. The product is: [CH:33]1([C:36]([NH:1][C@H:2]2[CH2:7][CH2:6][C@H:5]([NH:8][C:9]([C:11]3[C:15]4[N:16]=[CH:17][N:18]=[C:19]([C:20]5[CH:25]=[CH:24][C:23]([O:26][CH3:27])=[CH:22][C:21]=5[O:28][CH2:29][CH:30]5[CH2:31][CH2:32]5)[C:14]=4[NH:13][CH:12]=3)=[O:10])[CH2:4][CH2:3]2)=[O:37])[CH2:35][CH2:34]1.